This data is from Full USPTO retrosynthesis dataset with 1.9M reactions from patents (1976-2016). The task is: Predict the reactants needed to synthesize the given product. (1) Given the product [ClH:26].[C:6]([CH2:8][O:9][C:10]1[CH:40]=[CH:39][C:13]2[C:14]([NH:27][C:28]([C@H:30]3[CH2:35][CH2:34][C@H:33]([N:36]([CH3:37])[CH3:38])[CH2:32][CH2:31]3)=[O:29])=[C:15]([C:17]([NH:19][C:20]3[CH:25]=[CH:24][C:23]([Cl:26])=[CH:22][N:21]=3)=[O:18])[O:16][C:12]=2[CH:11]=1)([OH:7])=[O:5], predict the reactants needed to synthesize it. The reactants are: C([O:5][C:6]([CH2:8][O:9][C:10]1[CH:40]=[CH:39][C:13]2[C:14]([NH:27][C:28]([C@H:30]3[CH2:35][CH2:34][C@H:33]([N:36]([CH3:38])[CH3:37])[CH2:32][CH2:31]3)=[O:29])=[C:15]([C:17]([NH:19][C:20]3[CH:25]=[CH:24][C:23]([Cl:26])=[CH:22][N:21]=3)=[O:18])[O:16][C:12]=2[CH:11]=1)=[O:7])(C)(C)C. (2) Given the product [CH3:8][S:7][CH:2]([C:13]1[CH:18]=[CH:17][CH:16]=[CH:15][CH:14]=1)[C:3]([O:5][CH3:6])=[O:4], predict the reactants needed to synthesize it. The reactants are: Cl[CH:2]([S:7][CH3:8])[C:3]([O:5][CH3:6])=[O:4].[Cl-].[Al+3].[Cl-].[Cl-].[CH:13]1[CH:18]=[CH:17][CH:16]=[CH:15][CH:14]=1. (3) Given the product [CH2:1]([O:8][C:9](=[O:24])[NH:10][CH:11]1[CH2:16][CH2:15][CH:14]([N:17]([CH3:23])[C:18]([NH:30][NH2:31])=[N:21][CH3:22])[CH2:13][CH2:12]1)[C:2]1[CH:7]=[CH:6][CH:5]=[CH:4][CH:3]=1.[ClH:32], predict the reactants needed to synthesize it. The reactants are: [CH2:1]([O:8][C:9](=[O:24])[NH:10][CH:11]1[CH2:16][CH2:15][CH:14]([N:17]([CH3:23])[C:18](=[N:21][CH3:22])SC)[CH2:13][CH2:12]1)[C:2]1[CH:7]=[CH:6][CH:5]=[CH:4][CH:3]=1.I.CCO.O.[NH2:30][NH2:31].[Cl-:32]. (4) Given the product [C:29]([O:32][CH2:33][C:34]1[C:35]([N:50]2[CH2:62][CH2:61][N:53]3[C:54]4[CH2:55][CH2:56][CH2:57][CH2:58][C:59]=4[CH:60]=[C:52]3[C:51]2=[O:63])=[CH:36][C:37]([F:49])=[CH:38][C:39]=1[C:2]1[CH:3]=[C:4]([NH:10][C:11]2[CH:16]=[CH:15][C:14]([N:17]3[CH2:22][C@@H:21]([CH3:23])[N:20]([CH:24]4[CH2:25][O:26][CH2:27]4)[CH2:19][C@@H:18]3[CH3:28])=[CH:13][N:12]=2)[C:5](=[O:9])[N:6]([CH3:8])[CH:7]=1)(=[O:31])[CH3:30], predict the reactants needed to synthesize it. The reactants are: Br[C:2]1[CH:3]=[C:4]([NH:10][C:11]2[CH:16]=[CH:15][C:14]([N:17]3[CH2:22][C@@H:21]([CH3:23])[N:20]([CH:24]4[CH2:27][O:26][CH2:25]4)[CH2:19][C@@H:18]3[CH3:28])=[CH:13][N:12]=2)[C:5](=[O:9])[N:6]([CH3:8])[CH:7]=1.[C:29]([O:32][CH2:33][C:34]1[C:39](B2OC(C)(C)C(C)(C)O2)=[CH:38][C:37]([F:49])=[CH:36][C:35]=1[N:50]1[CH2:62][CH2:61][N:53]2[C:54]3[CH2:55][CH2:56][CH2:57][CH2:58][C:59]=3[CH:60]=[C:52]2[C:51]1=[O:63])(=[O:31])[CH3:30]. (5) Given the product [C:1]1([CH3:18])[CH:6]=[CH:5][C:4]([C:7]2[N:25]=[C:21]3[CH:22]=[CH:23][CH:24]=[N:19][C:20]3=[N:26][C:8]=2[C:10]2[CH:15]=[CH:14][C:13]([CH3:16])=[CH:12][CH:11]=2)=[CH:3][CH:2]=1, predict the reactants needed to synthesize it. The reactants are: [C:1]1([CH3:18])[CH:6]=[CH:5][C:4]([C:7](=O)[C:8]([C:10]2[CH:15]=[CH:14][C:13]([CH3:16])=[CH:12][CH:11]=2)=O)=[CH:3][CH:2]=1.[N:19]1[CH:24]=[CH:23][CH:22]=[C:21]([NH2:25])[C:20]=1[NH2:26]. (6) The reactants are: [N:1]1[CH:6]=[CH:5][CH:4]=[C:3]([C:7]2[CH:8]=[C:9]3[C:19]4[C:14](=[N:15][CH:16]=[C:17]([C:20](OC)=[O:21])[CH:18]=4)[NH:13][C:10]3=[CH:11][N:12]=2)[CH:2]=1.[H-].[Al+3].[Li+].[H-].[H-].[H-].CO.C(C(C(C([O-])=O)O)O)([O-])=O.[Na+].[K+]. Given the product [N:1]1[CH:6]=[CH:5][CH:4]=[C:3]([C:7]2[CH:8]=[C:9]3[C:19]4[C:14](=[N:15][CH:16]=[C:17]([CH2:20][OH:21])[CH:18]=4)[NH:13][C:10]3=[CH:11][N:12]=2)[CH:2]=1, predict the reactants needed to synthesize it.